Dataset: Full USPTO retrosynthesis dataset with 1.9M reactions from patents (1976-2016). Task: Predict the reactants needed to synthesize the given product. (1) The reactants are: [C:1]([O:5][C:6]([N:8]1[CH2:13][CH2:12][C:11]([CH2:21][NH2:22])([C:14]2[CH:19]=[CH:18][C:17]([I:20])=[CH:16][CH:15]=2)[CH2:10][CH2:9]1)=[O:7])([CH3:4])([CH3:3])[CH3:2].[Cl:23][C:24]1[CH:25]=[C:26]([S:31](Cl)(=[O:33])=[O:32])[CH:27]=[CH:28][C:29]=1[F:30].N1C=CC=CC=1. Given the product [C:1]([O:5][C:6]([N:8]1[CH2:9][CH2:10][C:11]([CH2:21][NH:22][S:31]([C:26]2[CH:27]=[CH:28][C:29]([F:30])=[C:24]([Cl:23])[CH:25]=2)(=[O:33])=[O:32])([C:14]2[CH:19]=[CH:18][C:17]([I:20])=[CH:16][CH:15]=2)[CH2:12][CH2:13]1)=[O:7])([CH3:4])([CH3:3])[CH3:2], predict the reactants needed to synthesize it. (2) Given the product [N:21]1([C:11]2[CH:10]=[C:9]([NH:8][C:4]3[N:3]=[C:2]([N:34]([CH3:35])[C:32]4[CH:31]=[CH:30][CH:29]=[C:28]([CH3:27])[N:33]=4)[CH:7]=[CH:6][N:5]=3)[CH:14]=[C:13]([N:15]3[CH2:20][CH2:19][O:18][CH2:17][CH2:16]3)[CH:12]=2)[CH2:26][CH2:25][O:24][CH2:23][CH2:22]1, predict the reactants needed to synthesize it. The reactants are: Cl[C:2]1[CH:7]=[CH:6][N:5]=[C:4]([NH:8][C:9]2[CH:14]=[C:13]([N:15]3[CH2:20][CH2:19][O:18][CH2:17][CH2:16]3)[CH:12]=[C:11]([N:21]3[CH2:26][CH2:25][O:24][CH2:23][CH2:22]3)[CH:10]=2)[N:3]=1.[CH3:27][C:28]1[N:33]=[C:32]([NH:34][CH3:35])[CH:31]=[CH:30][CH:29]=1.C(=O)([O-])[O-].[K+].[K+].CC1(C)C2C(=C(P(C3C=CC=CC=3)C3C=CC=CC=3)C=CC=2)OC2C(P(C3C=CC=CC=3)C3C=CC=CC=3)=CC=CC1=2. (3) Given the product [CH2:9]([O:11][C:12]([C@@H:13]1[CH2:2][C@H:14]1[C:15]1[CH:16]=[CH:17][C:18]([O:21][CH3:22])=[CH:19][CH:20]=1)=[O:23])[CH3:10], predict the reactants needed to synthesize it. The reactants are: [I-].[CH3:2][S+](C)(C)=O.[H-].[Na+].[CH2:9]([O:11][C:12](=[O:23])[CH:13]=[CH:14][C:15]1[CH:20]=[CH:19][C:18]([O:21][CH3:22])=[CH:17][CH:16]=1)[CH3:10]. (4) Given the product [F:15][C:16]1[CH:21]=[CH:20][C:19]([S:22]([NH:1][C:4]2[CH:13]=[CH:12][CH:11]=[C:10]3[C:5]=2[CH:6]=[CH:7][C:8]([NH:32][CH2:31][C:30]2[CH:33]=[CH:34][CH:35]=[CH:36][C:29]=2[O:28][C:27]([F:26])([F:37])[F:38])=[N:9]3)(=[O:24])=[O:23])=[CH:18][CH:17]=1, predict the reactants needed to synthesize it. The reactants are: [N+:1]([C:4]1[CH:13]=[CH:12][CH:11]=[C:10]2[C:5]=1[CH:6]=[CH:7][C:8](Cl)=[N:9]2)([O-])=O.[F:15][C:16]1[CH:21]=[CH:20][C:19]([S:22](Cl)(=[O:24])=[O:23])=[CH:18][CH:17]=1.[F:26][C:27]([F:38])([F:37])[O:28][C:29]1[CH:36]=[CH:35][CH:34]=[CH:33][C:30]=1[CH2:31][NH2:32]. (5) Given the product [CH:24]([C:35]1([C:30]2([CH3:29])[O:34][CH2:33][CH2:32][O:31]2)[CH2:37][CH2:36]1)=[CH:25][CH2:26][CH3:27], predict the reactants needed to synthesize it. The reactants are: [Br-].C([P+](C1C=CC=CC=1)(C1C=CC=CC=1)C1C=CC=CC=1)CC.[CH2:24]([Li])[CH2:25][CH2:26][CH3:27].[CH3:29][C:30]1([C:35]2(C=O)[CH2:37][CH2:36]2)[O:34][CH2:33][CH2:32][O:31]1. (6) Given the product [CH3:27][C:11]1([NH2:10])[CH2:12][CH2:13][N:14]([C:17]2[N:22]=[C:21]([C:23]([F:26])([F:25])[F:24])[CH:20]=[CH:19][N:18]=2)[CH2:15][CH2:16]1, predict the reactants needed to synthesize it. The reactants are: C(OC(=O)[NH:10][C:11]1([CH3:27])[CH2:16][CH2:15][N:14]([C:17]2[N:22]=[C:21]([C:23]([F:26])([F:25])[F:24])[CH:20]=[CH:19][N:18]=2)[CH2:13][CH2:12]1)C1C=CC=CC=1.I[Si](C)(C)C. (7) Given the product [O:26]1[CH2:27][CH2:28][CH2:29][C@@H:25]1[CH2:24][N:3]1[C:4]2[C:9](=[CH:8][CH:7]=[CH:6][CH:5]=2)[C:10]2([CH2:11][O:12][C:13]3[CH:18]=[C:17]4[C:16](=[CH:15][C:14]2=3)[C:21](=[O:22])[CH2:20][O:19]4)[C:2]1=[O:1], predict the reactants needed to synthesize it. The reactants are: [O:1]=[C:2]1[C:10]2([C:14]3[CH:15]=[CH:16][C:17]([O:19][CH2:20][C:21](O)=[O:22])=[CH:18][C:13]=3[O:12][CH2:11]2)[C:9]2[C:4](=[CH:5][CH:6]=[CH:7][CH:8]=2)[N:3]1[CH2:24][C@H:25]1[CH2:29][CH2:28][CH2:27][O:26]1.[Cl-].CN(C)C=O.[Cl-].[Cl-].[Cl-].[Al+3]. (8) Given the product [CH3:3][N:4]1[CH2:5][CH2:6][N:7]([CH:10]2[CH2:19][CH2:18][C:17]3[CH:16]=[C:15]([C:20]([N:23]4[CH2:27][CH2:26][CH2:25][CH:24]4[CH2:28][N:29]4[CH2:33][CH2:32][CH2:31][CH2:30]4)=[O:22])[CH:14]=[CH:13][C:12]=3[CH2:11]2)[CH2:8][CH2:9]1, predict the reactants needed to synthesize it. The reactants are: Cl.Cl.[CH3:3][N:4]1[CH2:9][CH2:8][N:7]([CH:10]2[CH2:19][CH2:18][C:17]3[CH:16]=[C:15]([C:20]([OH:22])=O)[CH:14]=[CH:13][C:12]=3[CH2:11]2)[CH2:6][CH2:5]1.[NH:23]1[CH2:27][CH2:26][CH2:25][C@@H:24]1[CH2:28][N:29]1[CH2:33][CH2:32][CH2:31][CH2:30]1. (9) Given the product [CH:5]1([CH2:4][O:12][C:13]2[CH:14]=[CH:15][C:16]([C:19]3[C:24](=[O:25])[N:23]([CH2:26][C:27]4[CH:32]=[CH:31][C:30]([C:33]5[C:34]([C:39]#[N:40])=[CH:35][CH:36]=[CH:37][CH:38]=5)=[CH:29][CH:28]=4)[C:22]([CH2:41][CH2:42][CH3:43])=[N:21][C:20]=3[CH3:44])=[CH:17][CH:18]=2)[CH2:3][CH2:2]1, predict the reactants needed to synthesize it. The reactants are: Br[CH2:2][CH:3]1[CH2:5][CH2:4]1.C(=O)([O-])[O-].[Cs+].[Cs+].[OH:12][C:13]1[CH:18]=[CH:17][C:16]([C:19]2[C:24](=[O:25])[N:23]([CH2:26][C:27]3[CH:32]=[CH:31][C:30]([C:33]4[C:34]([C:39]#[N:40])=[CH:35][CH:36]=[CH:37][CH:38]=4)=[CH:29][CH:28]=3)[C:22]([CH2:41][CH2:42][CH3:43])=[N:21][C:20]=2[CH3:44])=[CH:15][CH:14]=1. (10) Given the product [CH3:1][O:2][CH2:3][CH:4]1[CH2:5][CH2:6][CH:7]([CH:10]2[CH2:19][CH2:18][C:13](=[O:14])[CH2:12][CH2:11]2)[CH2:8][CH2:9]1, predict the reactants needed to synthesize it. The reactants are: [CH3:1][O:2][CH2:3][CH:4]1[CH2:9][CH2:8][CH:7]([CH:10]2[CH2:19][CH2:18][C:13]3(OCC[O:14]3)[CH2:12][CH2:11]2)[CH2:6][CH2:5]1.C(O)(C(F)(F)F)=O.